Dataset: Reaction yield outcomes from USPTO patents with 853,638 reactions. Task: Predict the reaction yield, written as a fraction of the theoretical maximum amount of product (1.0 means a 100% yield; for example, 0.34 means a 34% yield). (1) The reactants are [H-].[Al+3].[Li+].[H-].[H-].[H-].C[O:8][C:9](=O)[C:10]1[CH:15]=[CH:14][CH:13]=[CH:12][C:11]=1[S:16][CH2:17][CH3:18]. The catalyst is O1CCCC1.[Cl-].[Na+].O. The product is [CH2:17]([S:16][C:11]1[CH:12]=[CH:13][CH:14]=[CH:15][C:10]=1[CH2:9][OH:8])[CH3:18]. The yield is 0.970. (2) The reactants are [CH3:1][C@@H:2]1[CH2:7][CH2:6][CH2:5][NH:4][C@@H:3]1[CH2:8][N:9]1[C:17](=[O:18])[C:16]2[C:11](=[CH:12][CH:13]=[CH:14][CH:15]=2)[C:10]1=[O:19].CCN(C(C)C)C(C)C.[F:29][C:30]1[CH:35]=[CH:34][C:33]([C:36]2[S:40][C:39]([CH3:41])=[N:38][C:37]=2[C:42](O)=[O:43])=[CH:32][CH:31]=1.CN(C(ON1N=NC2C=CC=NC1=2)=[N+](C)C)C.F[P-](F)(F)(F)(F)F. The catalyst is CN(C=O)C. The product is [F:29][C:30]1[CH:31]=[CH:32][C:33]([C:36]2[S:40][C:39]([CH3:41])=[N:38][C:37]=2[C:42]([N:4]2[CH2:5][CH2:6][CH2:7][C@@H:2]([CH3:1])[C@H:3]2[CH2:8][N:9]2[C:17](=[O:18])[C:16]3[C:11](=[CH:12][CH:13]=[CH:14][CH:15]=3)[C:10]2=[O:19])=[O:43])=[CH:34][CH:35]=1. The yield is 0.710. (3) The reactants are B(F)(F)F.[N:5]1[O:6][CH2:7][CH:8]2[CH2:12][N:11]([C:13]([O:15][CH2:16][C:17]3[CH:22]=[CH:21][CH:20]=[CH:19][CH:18]=3)=[O:14])[CH2:10][C:9]=12.[C:23]1([Mg]Br)[CH:28]=[CH:27][CH:26]=[CH:25][CH:24]=1. The catalyst is O1CCCC1. The product is [C:23]1([C:9]23[CH2:10][N:11]([C:13]([O:15][CH2:16][C:17]4[CH:22]=[CH:21][CH:20]=[CH:19][CH:18]=4)=[O:14])[CH2:12][CH:8]2[CH2:7][O:6][NH:5]3)[CH:28]=[CH:27][CH:26]=[CH:25][CH:24]=1. The yield is 0.590.